Dataset: Reaction yield outcomes from USPTO patents with 853,638 reactions. Task: Predict the reaction yield, written as a fraction of the theoretical maximum amount of product (1.0 means a 100% yield; for example, 0.34 means a 34% yield). (1) The reactants are [C:1]([O:4][CH2:5][CH:6]([NH:12]C(OC(C)(C)C)=O)[CH2:7][O:8][C:9](=[O:11])[CH3:10])(=[O:3])[CH3:2].[F:20][C:21]([F:26])([F:25])[C:22]([OH:24])=[O:23]. No catalyst specified. The product is [F:20][C:21]([F:26])([F:25])[C:22]([O-:24])=[O:23].[C:9]([O:8][CH2:7][CH:6]([NH3+:12])[CH2:5][O:4][C:1](=[O:3])[CH3:2])(=[O:11])[CH3:10]. The yield is 1.00. (2) The reactants are [CH3:1][O:2][C:3]1[CH:4]=[C:5]([CH2:11][C:12]([OH:14])=O)[CH:6]=[CH:7][C:8]=1[O:9][CH3:10].Cl.[CH3:16][NH:17][O:18][CH3:19].Cl.CN(C)CCCN=C=NCC.OC1C2N=NNC=2C=CC=1.C(N(CC)CC)C. The catalyst is ClCCl.O. The product is [CH3:1][O:2][C:3]1[CH:4]=[C:5]([CH2:11][C:12]([N:17]([O:18][CH3:19])[CH3:16])=[O:14])[CH:6]=[CH:7][C:8]=1[O:9][CH3:10]. The yield is 0.303.